This data is from Reaction yield outcomes from USPTO patents with 853,638 reactions. The task is: Predict the reaction yield, written as a fraction of the theoretical maximum amount of product (1.0 means a 100% yield; for example, 0.34 means a 34% yield). (1) The catalyst is O1CCCC1. The yield is 0.330. The reactants are [I:1][C:2]1[C:10]2[C:5](=[N:6][CH:7]=[N:8][C:9]=2[NH2:11])[NH:4][N:3]=1.[C:12]([O:16][C:17]([N:19]1[CH2:24][CH2:23][CH2:22][C@H:21](O)[CH2:20]1)=[O:18])([CH3:15])([CH3:14])[CH3:13].C1(P(C2C=CC=CC=2)C2C=CC=CC=2)C=CC=CC=1.N(C(OC(C)C)=O)=NC(OC(C)C)=O. The product is [NH2:11][C:9]1[N:8]=[CH:7][N:6]=[C:5]2[N:4]([C@@H:23]3[CH2:22][CH2:21][CH2:20][N:19]([C:17]([O:16][C:12]([CH3:15])([CH3:14])[CH3:13])=[O:18])[CH2:24]3)[N:3]=[C:2]([I:1])[C:10]=12. (2) The reactants are [Br:1][C:2]1[CH:3]=[C:4]([C:13]2[CH:18]=[CH:17][C:16]([S:19]([CH3:22])(=[O:21])=[O:20])=[CH:15][CH:14]=2)[N:5]2[C:10]=1[CH:9]=[N:8][C:7]([S:11][CH3:12])=[N:6]2.C(Cl)Cl.C1C=C(Cl)C=C(C(OO)=[O:34])C=1. No catalyst specified. The product is [Br:1][C:2]1[CH:3]=[C:4]([C:13]2[CH:14]=[CH:15][C:16]([S:19]([CH3:22])(=[O:20])=[O:21])=[CH:17][CH:18]=2)[N:5]2[C:10]=1[CH:9]=[N:8][C:7]([S:11]([CH3:12])=[O:34])=[N:6]2. The yield is 0.960. (3) The reactants are [Cl:1][C:2]1[CH:3]=[CH:4][C:5]([NH:8][C:9]([C:11]2[CH:16]=[CH:15][CH:14]=[CH:13][C:12]=2[NH:17][C:18]([C:20]2[CH:25]=[CH:24][C:23]([C:26]3[CH:31]=[CH:30][CH:29]=[CH:28][C:27]=3[C:32]#[N:33])=[CH:22][CH:21]=2)=[O:19])=[O:10])=[N:6][CH:7]=1.[BH4-].[Na+]. The catalyst is CN(C=O)C.[Co](Cl)Cl. The product is [NH2:33][CH2:32][C:27]1[CH:28]=[CH:29][CH:30]=[CH:31][C:26]=1[C:23]1[CH:22]=[CH:21][C:20]([C:18]([NH:17][C:12]2[CH:13]=[CH:14][CH:15]=[CH:16][C:11]=2[C:9](=[O:10])[NH:8][C:5]2[CH:4]=[CH:3][C:2]([Cl:1])=[CH:7][N:6]=2)=[O:19])=[CH:25][CH:24]=1. The yield is 0.430. (4) The reactants are [NH2:1][C:2]1[S:3][C:4]2[CH:10]=[C:9]([O:11][C:12]3[CH:13]=[C:14]([NH:18][C:19](=[O:31])[C:20]4[CH:25]=[CH:24][CH:23]=[C:22]([C:26]([C:29]#[N:30])([CH3:28])[CH3:27])[CH:21]=4)[CH:15]=[CH:16][CH:17]=3)[CH:8]=[CH:7][C:5]=2[N:6]=1.[C:32](Cl)(=[O:34])[CH3:33].C(N(CC)CC)C. The catalyst is O1CCCC1. The product is [C:32]([NH:1][C:2]1[S:3][C:4]2[CH:10]=[C:9]([O:11][C:12]3[CH:13]=[C:14]([NH:18][C:19](=[O:31])[C:20]4[CH:25]=[CH:24][CH:23]=[C:22]([C:26]([C:29]#[N:30])([CH3:27])[CH3:28])[CH:21]=4)[CH:15]=[CH:16][CH:17]=3)[CH:8]=[CH:7][C:5]=2[N:6]=1)(=[O:34])[CH3:33]. The yield is 0.460.